This data is from Peptide-MHC class II binding affinity with 134,281 pairs from IEDB. The task is: Regression. Given a peptide amino acid sequence and an MHC pseudo amino acid sequence, predict their binding affinity value. This is MHC class II binding data. (1) The peptide sequence is RSTMKPVQKVLEDSDLKKSD. The MHC is DRB1_0405 with pseudo-sequence DRB1_0405. The binding affinity (normalized) is 0.638. (2) The peptide sequence is KKNIIALLIIPPKIH. The MHC is DRB1_0701 with pseudo-sequence DRB1_0701. The binding affinity (normalized) is 0.427. (3) The peptide sequence is APTGMFVAAAKYMVI. The MHC is HLA-DQA10102-DQB10502 with pseudo-sequence HLA-DQA10102-DQB10502. The binding affinity (normalized) is 0.220. (4) The peptide sequence is KIIGGIGGFIKVRQYDQIPI. The MHC is DRB5_0101 with pseudo-sequence DRB5_0101. The binding affinity (normalized) is 0.615. (5) The peptide sequence is YTDVFSLDPTFTIETT. The MHC is HLA-DQA10501-DQB10301 with pseudo-sequence HLA-DQA10501-DQB10301. The binding affinity (normalized) is 0.246.